Dataset: Full USPTO retrosynthesis dataset with 1.9M reactions from patents (1976-2016). Task: Predict the reactants needed to synthesize the given product. (1) Given the product [CH3:19][N:20]1[C:28]2[C:23](=[CH:24][CH:25]=[CH:26][CH:27]=2)[CH:22]=[C:21]1[C:2]1[CH:3]=[C:4]([O:8][S:9]([N:12]2[CH2:17][CH2:16][N:15]([CH3:18])[CH2:14][CH2:13]2)(=[O:11])=[O:10])[CH:5]=[N:6][CH:7]=1, predict the reactants needed to synthesize it. The reactants are: Br[C:2]1[CH:3]=[C:4]([O:8][S:9]([N:12]2[CH2:17][CH2:16][N:15]([CH3:18])[CH2:14][CH2:13]2)(=[O:11])=[O:10])[CH:5]=[N:6][CH:7]=1.[CH3:19][N:20]1[C:28]2[C:23](=[CH:24][CH:25]=[CH:26][CH:27]=2)[CH:22]=[C:21]1B(O)O. (2) Given the product [CH:67]([C:59]1[CH:60]=[CH:61][C:62]([CH:64]([CH3:65])[CH3:66])=[CH:63][C:58]=1[C:56](=[O:57])[CH2:55][Br:70])([CH3:69])[CH3:68], predict the reactants needed to synthesize it. The reactants are: [I-].C(N(/C(/C1SC=C(C2C=CC(OC)=CC=2)[N+]=1C)=C/C1C=CC=CC=1)CC)C.[I-].CN(C)C1C=CC(/C=C/C2SC=C(C3C=C(C)C=CC=3C)[N+]=2C)=CC=1.[CH3:55][C:56]([C:58]1[CH:63]=[C:62]([CH:64]([CH3:66])[CH3:65])[CH:61]=[CH:60][C:59]=1[CH:67]([CH3:69])[CH3:68])=[O:57].[Br:70]Br. (3) Given the product [CH2:10]([NH:17][C:4](=[O:5])[CH2:3][C:2]([OH:9])([CH3:1])[CH2:8][CH2:6][OH:7])[CH2:11][CH2:12][CH2:13][CH2:14][CH2:15][NH:16][C:6](=[O:7])[CH2:8][C:2]([CH3:1])([OH:9])[CH2:3][CH2:4][OH:5], predict the reactants needed to synthesize it. The reactants are: [CH3:1][C@:2]1([OH:9])[CH2:8][C:6](=[O:7])[O:5][CH2:4][CH2:3]1.[CH2:10]([NH2:17])[CH2:11][CH2:12][CH2:13][CH2:14][CH2:15][NH2:16]. (4) Given the product [C:6]([Si:10]([CH3:38])([CH3:37])[O:11][C@H:12]([C:18]1[CH:19]=[CH:20][C:21]([C:24]2[C@@H:28]([CH2:29][CH2:30][CH2:31][C:32]3[S:33][C:34]([CH:42]=[O:43])=[CH:35][CH:36]=3)[CH2:27][CH2:26][CH:25]=2)=[CH:22][CH:23]=1)[CH2:13][CH2:14][CH2:15][CH2:16][CH3:17])([CH3:9])([CH3:7])[CH3:8], predict the reactants needed to synthesize it. The reactants are: C([Li])CCC.[C:6]([Si:10]([CH3:38])([CH3:37])[O:11][C@H:12]([C:18]1[CH:23]=[CH:22][C:21]([C:24]2[C@@H:28]([CH2:29][CH2:30][CH2:31][C:32]3[S:33][CH:34]=[CH:35][CH:36]=3)[CH2:27][CH2:26][CH:25]=2)=[CH:20][CH:19]=1)[CH2:13][CH2:14][CH2:15][CH2:16][CH3:17])([CH3:9])([CH3:8])[CH3:7].CN([CH:42]=[O:43])C. (5) The reactants are: C([O:3][C:4]([C:6]1([C:10]2[CH:15]=[C:14]([O:16][CH2:17][C:18]([F:21])([F:20])[F:19])[C:13]([C:22]3[CH:27]=[CH:26][C:25]([C:28]([F:31])([F:30])[F:29])=[CH:24][CH:23]=3)=[C:12]([Cl:32])[CH:11]=2)[CH2:9][CH2:8][CH2:7]1)=[O:5])C.[Li+].[OH-]. Given the product [Cl:32][C:12]1[CH:11]=[C:10]([C:6]2([C:4]([OH:5])=[O:3])[CH2:7][CH2:8][CH2:9]2)[CH:15]=[C:14]([O:16][CH2:17][C:18]([F:20])([F:21])[F:19])[C:13]=1[C:22]1[CH:23]=[CH:24][C:25]([C:28]([F:29])([F:30])[F:31])=[CH:26][CH:27]=1, predict the reactants needed to synthesize it. (6) Given the product [CH:21]1([CH:9]([C:8]2[C:4]([CH2:3][O:2][CH3:1])=[N:5][N:6]([C:11]3[CH:16]=[CH:15][CH:14]=[C:13]([C:17]([F:20])([F:18])[F:19])[N:12]=3)[CH:7]=2)[OH:10])[CH2:26][CH2:25][CH2:24][CH2:23][CH2:22]1, predict the reactants needed to synthesize it. The reactants are: [CH3:1][O:2][CH2:3][C:4]1[C:8]([CH:9]=[O:10])=[CH:7][N:6]([C:11]2[CH:16]=[CH:15][CH:14]=[C:13]([C:17]([F:20])([F:19])[F:18])[N:12]=2)[N:5]=1.[CH:21]1([Mg]Br)[CH2:26][CH2:25][CH2:24][CH2:23][CH2:22]1. (7) The reactants are: [CH:1]([N:4]1[C:8]([CH2:9][CH2:10][C:11]2[C:15]3[CH:16]=[C:17]([CH3:21])[C:18]([OH:20])=[CH:19][C:14]=3[O:13][N:12]=2)=[CH:7][C:6]([C:22]2[CH:27]=[CH:26][C:25]([C:28]([F:31])([F:30])[F:29])=[CH:24][CH:23]=2)=[N:5]1)([CH3:3])[CH3:2].C(=O)([O-])[O-].[K+].[K+].Br[CH2:39][C:40]([O:42][CH2:43][CH3:44])=[O:41].[Cl-].[NH4+]. Given the product [CH:1]([N:4]1[C:8]([CH2:9][CH2:10][C:11]2[C:15]3[CH:16]=[C:17]([CH3:21])[C:18]([O:20][CH2:39][C:40]([O:42][CH2:43][CH3:44])=[O:41])=[CH:19][C:14]=3[O:13][N:12]=2)=[CH:7][C:6]([C:22]2[CH:23]=[CH:24][C:25]([C:28]([F:31])([F:30])[F:29])=[CH:26][CH:27]=2)=[N:5]1)([CH3:3])[CH3:2], predict the reactants needed to synthesize it.